From a dataset of Forward reaction prediction with 1.9M reactions from USPTO patents (1976-2016). Predict the product of the given reaction. (1) Given the reactants [CH3:1][CH:2]([C:7]([O:9][CH3:10])=[O:8])[C:3]([O:5][CH3:6])=[O:4].[H-].[Na+].I[CH2:14][C@@H:15]1[CH2:19][N:18]([C@H:20]([C:22]2[CH:27]=[CH:26][CH:25]=[CH:24][CH:23]=2)[CH3:21])[C:17](=[O:28])[CH2:16]1.O, predict the reaction product. The product is: [CH3:6][O:5][C:3](=[O:4])[C:2]([CH3:1])([CH2:14][C@H:15]1[CH2:16][C:17](=[O:28])[N:18]([C@H:20]([C:22]2[CH:27]=[CH:26][CH:25]=[CH:24][CH:23]=2)[CH3:21])[CH2:19]1)[C:7]([O:9][CH3:10])=[O:8]. (2) Given the reactants [F:1][C:2]1[CH:7]=[C:6]([F:8])[CH:5]=[CH:4][C:3]=1/[CH:9]=[CH:10]/[C:11]([O:13][CH3:14])=[O:12].ClC1C=CN=CN=1.CO[CH2:24][N:25]([CH2:30][Si](C)(C)C)[C:26]([CH3:29])([CH3:28])[CH3:27].FC(F)(F)C(O)=O, predict the reaction product. The product is: [C:26]([N:25]1[CH2:30][C@@H:9]([C:3]2[CH:4]=[CH:5][C:6]([F:8])=[CH:7][C:2]=2[F:1])[C@H:10]([C:11]([O:13][CH3:14])=[O:12])[CH2:24]1)([CH3:29])([CH3:28])[CH3:27].